This data is from Reaction yield outcomes from USPTO patents with 853,638 reactions. The task is: Predict the reaction yield, written as a fraction of the theoretical maximum amount of product (1.0 means a 100% yield; for example, 0.34 means a 34% yield). (1) The reactants are [NH2:1][C:2]1[CH:3]=[C:4]2[C:8](=[CH:9][CH:10]=1)[C:7](=[O:11])[N:6]([CH2:12][CH2:13][CH2:14][CH3:15])[CH2:5]2.[F:16][C:17]([F:27])([F:26])[C:18]1[C:23]([CH:24]=O)=[CH:22][N:21]=[CH:20][CH:19]=1.O. The catalyst is CO.[Cl-].[Cl-].[Zn+2]. The product is [CH2:12]([N:6]1[CH2:5][C:4]2[C:8](=[CH:9][CH:10]=[C:2]([NH:1][CH2:24][C:23]3[CH:22]=[N:21][CH:20]=[CH:19][C:18]=3[C:17]([F:27])([F:16])[F:26])[CH:3]=2)[C:7]1=[O:11])[CH2:13][CH2:14][CH3:15]. The yield is 0.190. (2) The reactants are FC(F)(F)C(O)=O.FC(F)(F)C(O)=O.FC(F)(F)C(O)=O.[CH3:22][C:23]1[CH:32]=[C:31]([CH2:33][O:34][C:35]2[CH:59]=[CH:58][C:38]([C:39]([NH:41][CH2:42][C:43]3([N:52]4[CH2:57][CH2:56][NH:55][CH2:54][CH2:53]4)[C:48](=[O:49])[NH:47][C:46](=[O:50])[NH:45][C:44]3=[O:51])=[O:40])=[CH:37][CH:36]=2)[C:30]2[C:25](=[CH:26][CH:27]=[CH:28][CH:29]=2)[N:24]=1.[N:60]1[CH:65]=[CH:64][CH:63]=[C:62]([CH:66]=O)[CH:61]=1. No catalyst specified. The product is [CH3:22][C:23]1[CH:32]=[C:31]([CH2:33][O:34][C:35]2[CH:36]=[CH:37][C:38]([C:39]([NH:41][CH2:42][C:43]3([N:52]4[CH2:53][CH2:54][N:55]([CH2:66][C:62]5[CH:61]=[N:60][CH:65]=[CH:64][CH:63]=5)[CH2:56][CH2:57]4)[C:44](=[O:51])[NH:45][C:46](=[O:50])[NH:47][C:48]3=[O:49])=[O:40])=[CH:58][CH:59]=2)[C:30]2[C:25](=[CH:26][CH:27]=[CH:28][CH:29]=2)[N:24]=1. The yield is 0.510.